Dataset: Reaction yield outcomes from USPTO patents with 853,638 reactions. Task: Predict the reaction yield, written as a fraction of the theoretical maximum amount of product (1.0 means a 100% yield; for example, 0.34 means a 34% yield). (1) The yield is 0.840. The reactants are [F:1][C:2]([F:20])([F:19])[CH:3]([C:5]1[CH:10]=[CH:9][CH:8]=[CH:7][C:6]=1[C:11]1[CH:12]=[CH:13][C:14]([C:17]#[N:18])=[N:15][CH:16]=1)[OH:4].[NH2:21][C:22]1[N:27]=[C:26]([C:28]2[CH:33]=[CH:32][C:31]([CH2:34][C@H:35]([NH:39][C:40]([O:42][C:43]([CH3:46])([CH3:45])[CH3:44])=[O:41])[C:36]([OH:38])=[O:37])=[CH:30][CH:29]=2)[CH:25]=[C:24](Cl)[N:23]=1.C(=O)([O-])[O-].[Cs+].[Cs+].Cl. The product is [NH2:21][C:22]1[N:27]=[C:26]([C:28]2[CH:33]=[CH:32][C:31]([CH2:34][C@H:35]([NH:39][C:40]([O:42][C:43]([CH3:46])([CH3:45])[CH3:44])=[O:41])[C:36]([OH:38])=[O:37])=[CH:30][CH:29]=2)[CH:25]=[C:24]([O:4][CH:3]([C:5]2[CH:10]=[CH:9][CH:8]=[CH:7][C:6]=2[C:11]2[CH:16]=[N:15][C:14]([C:17]#[N:18])=[CH:13][CH:12]=2)[C:2]([F:1])([F:19])[F:20])[N:23]=1. The catalyst is O.O1CCOCC1. (2) The yield is 0.780. The reactants are [Br:1][C:2]1[CH:11]=[C:10]2[C:5]([CH2:6][CH2:7][NH:8][CH2:9]2)=[CH:4][CH:3]=1.[CH2:12]=O. The product is [Br:1][C:2]1[CH:11]=[C:10]2[C:5]([CH2:6][CH2:7][N:8]([CH3:12])[CH2:9]2)=[CH:4][CH:3]=1. The catalyst is C(O)=O. (3) The reactants are [NH2:1][C:2]1[N:7]=[C:6]([CH2:8]OS(C)(=O)=O)[CH:5]=[CH:4][N:3]=1.[SH:14][C:15]1[N:23]=[CH:22][CH:21]=[CH:20][C:16]=1[C:17]([OH:19])=[O:18].C(N(CC)CC)C. The catalyst is CN(C)C=O.C(OCC)(=O)C. The product is [NH2:1][C:2]1[N:7]=[C:6]([CH2:8][S:14][C:15]2[N:23]=[CH:22][CH:21]=[CH:20][C:16]=2[C:17]([OH:19])=[O:18])[CH:5]=[CH:4][N:3]=1. The yield is 0.700. (4) The reactants are [C:1]([O:5][C:6]([N:8]1[CH2:12][C@H:11]([F:13])[CH2:10][C@H:9]1[C:14]([NH:16][CH2:17][C:18]1[CH:23]=[C:22]([C:24]2[CH:29]=[CH:28][C:27]([C:30]([F:33])([F:32])[F:31])=[CH:26][CH:25]=2)[N:21]=[CH:20][C:19]=1[C:34](O)=[O:35])=[O:15])=[O:7])([CH3:4])([CH3:3])[CH3:2].[NH4+].[Cl-].C[N:40](C(ON1N=NC2C=CC=NC1=2)=[N+](C)C)C.F[P-](F)(F)(F)(F)F.CCN(C(C)C)C(C)C. The catalyst is O1CCCC1. The product is [C:34]([C:19]1[C:18]([CH2:17][NH:16][C:14]([C@@H:9]2[CH2:10][C@@H:11]([F:13])[CH2:12][N:8]2[C:6]([O:5][C:1]([CH3:3])([CH3:2])[CH3:4])=[O:7])=[O:15])=[CH:23][C:22]([C:24]2[CH:25]=[CH:26][C:27]([C:30]([F:32])([F:31])[F:33])=[CH:28][CH:29]=2)=[N:21][CH:20]=1)(=[O:35])[NH2:40]. The yield is 0.390. (5) The reactants are [OH:1][CH:2]([C:11]1[CH:16]=[CH:15][C:14]([C:17]2[N:21]=[C:20]([C:22]3[O:26][N:25]=[C:24]([C:27]4[CH:32]=[CH:31][CH:30]=[CH:29][CH:28]=4)[C:23]=3[C:33]([F:36])([F:35])[F:34])[O:19][N:18]=2)=[CH:13][CH:12]=1)[C:3]([NH:5][CH2:6][CH2:7][C:8]([OH:10])=O)=[O:4].Cl.CN.[CH3:40][N:41]1CCOCC1.CN(C(ON1N=NC2C=CC=NC1=2)=[N+](C)C)C.F[P-](F)(F)(F)(F)F. The catalyst is CN(C=O)C. The product is [OH:1][CH:2]([C:11]1[CH:16]=[CH:15][C:14]([C:17]2[N:21]=[C:20]([C:22]3[O:26][N:25]=[C:24]([C:27]4[CH:28]=[CH:29][CH:30]=[CH:31][CH:32]=4)[C:23]=3[C:33]([F:36])([F:34])[F:35])[O:19][N:18]=2)=[CH:13][CH:12]=1)[C:3]([NH:5][CH2:6][CH2:7][C:8]([NH:41][CH3:40])=[O:10])=[O:4]. The yield is 0.352. (6) The reactants are [F:1][C:2]([F:17])([F:16])[CH2:3][O:4][C:5]1[CH:10]=[CH:9][N:8]=[CH:7][C:6]=1[C:11]1(O)[CH2:14][CH2:13][CH2:12]1.CCN(S(F)(F)[F:24])CC. The catalyst is ClCCl. The product is [F:24][C:11]1([C:6]2[CH:7]=[N:8][CH:9]=[CH:10][C:5]=2[O:4][CH2:3][C:2]([F:17])([F:16])[F:1])[CH2:14][CH2:13][CH2:12]1. The yield is 0.980. (7) The reactants are [CH3:1][O:2][C:3]1[CH:8]=[CH:7][C:6]([NH2:9])=[CH:5][CH:4]=1.[C:10]([N:17]1[CH2:22][CH2:21][C:20](=O)[CH2:19][CH2:18]1)([O:12][C:13]([CH3:16])([CH3:15])[CH3:14])=[O:11]. No catalyst specified. The product is [C:13]([O:12][C:10]([N:17]1[CH2:22][CH2:21][CH:20]([NH:9][C:6]2[CH:7]=[CH:8][C:3]([O:2][CH3:1])=[CH:4][CH:5]=2)[CH2:19][CH2:18]1)=[O:11])([CH3:16])([CH3:14])[CH3:15]. The yield is 1.00. (8) The reactants are [Cl:1][C:2]1[CH:3]=[C:4]2[C:9](=[CH:10][C:11]=1F)[O:8][CH:7]([C:13]([F:16])([F:15])[F:14])[C:6]([C:17]([O:19][CH2:20][CH3:21])=[O:18])=[CH:5]2.[CH2:22]([NH2:26])[CH:23]([CH3:25])[CH3:24].C([O-])([O-])=O.[K+].[K+]. The catalyst is CN(C=O)C. The product is [Cl:1][C:2]1[CH:3]=[C:4]2[C:9](=[CH:10][C:11]=1[NH:26][CH2:22][CH:23]([CH3:25])[CH3:24])[O:8][CH:7]([C:13]([F:16])([F:15])[F:14])[C:6]([C:17]([O:19][CH2:20][CH3:21])=[O:18])=[CH:5]2. The yield is 0.760. (9) The reactants are [CH3:1][N:2]1[C:6]([C:7]2[CH:8]=[C:9]([C:12]([OH:14])=O)[S:10][CH:11]=2)=[CH:5][CH:4]=[N:3]1.[NH2:15][C@@H:16]([CH2:29][C:30]1[CH:35]=[C:34]([F:36])[CH:33]=[CH:32][C:31]=1[F:37])[CH2:17][N:18]1[C:26](=[O:27])[C:25]2[C:20](=[CH:21][CH:22]=[CH:23][CH:24]=2)[C:19]1=[O:28].FC1C=CC=C(F)C=1C[C@@H](C(O)=O)N.C1CN([P+](Br)(N2CCCC2)N2CCCC2)CC1.F[P-](F)(F)(F)(F)F.CCN(C(C)C)C(C)C. The catalyst is C(Cl)(Cl)Cl. The product is [F:37][C:31]1[CH:32]=[CH:33][C:34]([F:36])=[CH:35][C:30]=1[CH2:29][C@H:16]([NH:15][C:12]([C:9]1[S:10][CH:11]=[C:7]([C:6]2[N:2]([CH3:1])[N:3]=[CH:4][CH:5]=2)[CH:8]=1)=[O:14])[CH2:17][N:18]1[C:26](=[O:27])[C:25]2[C:20](=[CH:21][CH:22]=[CH:23][CH:24]=2)[C:19]1=[O:28]. The yield is 0.340.